Dataset: Catalyst prediction with 721,799 reactions and 888 catalyst types from USPTO. Task: Predict which catalyst facilitates the given reaction. (1) Reactant: [N+:1]([CH2:4][CH2:5][O:6][CH:7]1[CH2:12][CH2:11][CH2:10][CH2:9][O:8]1)([O-])=[O:2].C1(N=C=O)C=CC=CC=1.C(N(CC)CC)C. Product: [O:8]1[CH2:9][CH2:10][CH2:11][CH2:12][CH:7]1[O:6][CH2:5][C:4]#[N+:1][O-:2]. The catalyst class is: 11. (2) The catalyst class is: 4. Product: [Cl:1][C:2]1[CH:3]=[C:4]2[C:9](=[CH:10][CH:11]=1)[NH:8][CH:7]([C:12]1[CH:13]=[C:14]([S:18]([NH:37][C:34]3[CH:35]=[CH:36][C:31]([F:30])=[CH:32][CH:33]=3)(=[O:20])=[O:19])[CH:15]=[CH:16][CH:17]=1)[CH2:6][C:5]2([CH3:23])[CH3:22]. Reactant: [Cl:1][C:2]1[CH:3]=[C:4]2[C:9](=[CH:10][CH:11]=1)[NH:8][CH:7]([C:12]1[CH:13]=[C:14]([S:18](Cl)(=[O:20])=[O:19])[CH:15]=[CH:16][CH:17]=1)[CH2:6][C:5]2([CH3:23])[CH3:22].N1C=CC=CC=1.[F:30][C:31]1[CH:36]=[CH:35][C:34]([NH2:37])=[CH:33][CH:32]=1. (3) Reactant: C[O:2][C:3]([C:5]1[S:6][C:7]([C:11](=[O:23])[NH:12][CH2:13][C:14]2[CH:22]=[CH:21][CH:20]=[C:19]3[C:15]=2[CH:16]=[N:17][NH:18]3)=[CH:8][C:9]=1[Cl:10])=[O:4].O.[OH-].[Li+].C1COCC1.Cl. Product: [Cl:10][C:9]1[CH:8]=[C:7]([C:11](=[O:23])[NH:12][CH2:13][C:14]2[CH:22]=[CH:21][CH:20]=[C:19]3[C:15]=2[CH:16]=[N:17][NH:18]3)[S:6][C:5]=1[C:3]([OH:4])=[O:2]. The catalyst class is: 6. (4) Reactant: [OH-].[Na+].[NH2:3][C:4]1[C:5]([C:14](=[O:16])[NH2:15])=[N:6][S:7][C:8]=1[C:9]([O:11]CC)=[O:10]. Product: [NH2:3][C:4]1[C:5]([C:14](=[O:16])[NH2:15])=[N:6][S:7][C:8]=1[C:9]([OH:11])=[O:10]. The catalyst class is: 97. (5) Reactant: [H-].[Na+].C(OP([CH:11]([CH3:17])[C:12]([O:14][CH2:15][CH3:16])=[O:13])(OCC)=O)C.O=[C:19]1[CH2:24][CH2:23][N:22]([C:25]([O:27][C:28]([CH3:31])([CH3:30])[CH3:29])=[O:26])[CH2:21][CH2:20]1. Product: [CH2:15]([O:14][C:12](=[O:13])[C:11](=[C:19]1[CH2:24][CH2:23][N:22]([C:25]([O:27][C:28]([CH3:31])([CH3:30])[CH3:29])=[O:26])[CH2:21][CH2:20]1)[CH3:17])[CH3:16]. The catalyst class is: 1.